Dataset: Full USPTO retrosynthesis dataset with 1.9M reactions from patents (1976-2016). Task: Predict the reactants needed to synthesize the given product. (1) Given the product [CH3:19][NH:20][C:13]1[C:3]([NH2:4])=[CH:2][CH:7]=[C:6]([C:8]([F:9])([F:10])[F:11])[N:22]=1, predict the reactants needed to synthesize it. The reactants are: N[C:2]1[C:3](Cl)=[N:4]C=[C:6]([C:8]([F:11])([F:10])[F:9])[CH:7]=1.[C:13](=O)([O-])[O-].[Cs+].[Cs+].[CH3:19][NH2:20].[Cl-].[NH4+:22]. (2) The reactants are: [CH3:1][O:2][C:3](=[O:32])[C:4]1[CH:9]=[CH:8][C:7]([O:10][C:11]2[CH:16]=[CH:15][C:14]([CH2:17][C@H:18]([NH:21][CH2:22][C@@H:23]([C:25]3[CH:30]=[CH:29][CH:28]=[C:27]([Cl:31])[CH:26]=3)[OH:24])[CH2:19][OH:20])=[CH:13][CH:12]=2)=[N:6][CH:5]=1.[ClH:33]. Given the product [ClH:31].[ClH:33].[CH3:1][O:2][C:3](=[O:32])[C:4]1[CH:9]=[CH:8][C:7]([O:10][C:11]2[CH:12]=[CH:13][C:14]([CH2:17][C@H:18]([NH:21][CH2:22][C@@H:23]([C:25]3[CH:30]=[CH:29][CH:28]=[C:27]([Cl:31])[CH:26]=3)[OH:24])[CH2:19][OH:20])=[CH:15][CH:16]=2)=[N:6][CH:5]=1, predict the reactants needed to synthesize it. (3) Given the product [CH3:21][O:20][C:17]1[CH:18]=[CH:19][C:14]([N:9]2[C:7]([C:6]3[CH:22]=[CH:23][C:3]([O:2][CH3:1])=[CH:4][CH:5]=3)=[N:13][C:11]([OH:12])=[N:10]2)=[CH:15][CH:16]=1, predict the reactants needed to synthesize it. The reactants are: [CH3:1][O:2][C:3]1[CH:23]=[CH:22][C:6]([C:7]([N:9]([C:14]2[CH:19]=[CH:18][C:17]([O:20][CH3:21])=[CH:16][CH:15]=2)[NH:10][C:11]([NH2:13])=[O:12])=O)=[CH:5][CH:4]=1.C(O)C.